Dataset: Reaction yield outcomes from USPTO patents with 853,638 reactions. Task: Predict the reaction yield, written as a fraction of the theoretical maximum amount of product (1.0 means a 100% yield; for example, 0.34 means a 34% yield). (1) The reactants are [H-].[Na+].[NH:3]1[CH:7]=[CH:6][N:5]=[C:4]1[CH:8]=[O:9].[CH3:10][Si:11]([CH3:18])([CH3:17])[CH2:12][CH2:13][O:14][CH2:15]Cl. The catalyst is O. The product is [CH3:10][Si:11]([CH3:18])([CH3:17])[CH2:12][CH2:13][O:14][CH2:15][N:3]1[CH:7]=[CH:6][N:5]=[C:4]1[CH:8]=[O:9]. The yield is 0.720. (2) The reactants are [Cl:1][C:2]1[N:7]=[C:6]([NH2:8])[C:5]([CH3:9])=[CH:4][N:3]=1.Br[C:11]1[CH:16]=[CH:15][C:14]([F:17])=[C:13]([O:18][CH3:19])[CH:12]=1.CC1(C)C2C(=C(P(C3C=CC=CC=3)C3C=CC=CC=3)C=CC=2)OC2C(P(C3C=CC=CC=3)C3C=CC=CC=3)=CC=CC1=2.C(=O)([O-])[O-].[Cs+].[Cs+]. The catalyst is O1CCOCC1.C(Cl)Cl.C1C=CC(/C=C/C(/C=C/C2C=CC=CC=2)=O)=CC=1.C1C=CC(/C=C/C(/C=C/C2C=CC=CC=2)=O)=CC=1.C1C=CC(/C=C/C(/C=C/C2C=CC=CC=2)=O)=CC=1.[Pd].[Pd]. The product is [Cl:1][C:2]1[N:7]=[C:6]([NH:8][C:11]2[CH:16]=[CH:15][C:14]([F:17])=[C:13]([O:18][CH3:19])[CH:12]=2)[C:5]([CH3:9])=[CH:4][N:3]=1. The yield is 0.140. (3) The catalyst is C(#N)C. The yield is 1.00. The reactants are Cl.[CH3:2][O:3][CH2:4][NH2:5].C(N(CC)CC)C.[O:13]1[CH2:18][CH2:17][CH:16]([C:19](Cl)=[O:20])[CH2:15][CH2:14]1. The product is [CH3:2][O:3][CH2:4][NH:5][C:19]([CH:16]1[CH2:17][CH2:18][O:13][CH2:14][CH2:15]1)=[O:20]. (4) The reactants are [C:1]([CH2:3][C:4]([O:6][CH2:7][CH3:8])=[O:5])#[N:2].C(N(C(C)C)CC)(C)C.Br[CH2:19][C:20]([C:22]1[C:27]([F:28])=[CH:26][CH:25]=[CH:24][C:23]=1[F:29])=[O:21]. The product is [C:1]([CH:3]([CH2:19][C:20]([C:22]1[C:23]([F:29])=[CH:24][CH:25]=[CH:26][C:27]=1[F:28])=[O:21])[C:4]([O:6][CH2:7][CH3:8])=[O:5])#[N:2]. The yield is 0.810. The catalyst is O1CCCC1. (5) The product is [CH3:12][O:11][CH2:10][CH2:9][C:3]1[CH:4]=[CH:5][CH:6]=[C:7]([CH3:8])[C:2]=1[CH:16]=[O:17]. The catalyst is O1CCCC1.C1(C)C=CC=CC=1. The yield is 0.150. The reactants are Br[C:2]1[C:7]([CH3:8])=[CH:6][CH:5]=[CH:4][C:3]=1[CH2:9][CH2:10][O:11][CH3:12].[Mg].CN(C)[CH:16]=[O:17].[Cl-].[NH4+]. (6) The reactants are [F:1][C:2]([F:12])([F:11])[O:3][C:4]1[CH:10]=[CH:9][CH:8]=[CH:7][C:5]=1[NH2:6].P(=O)(O)(O)O.[N+]([O-])(O)=O.[N:22]([O-])=O.[Na+].C([O-])(=O)C.[K+].[C:31]([CH2:34][C:35](=[O:37])[CH3:36])(=[O:33])[CH3:32]. The catalyst is O.C(O)C. The product is [F:1][C:2]([F:11])([F:12])[O:3][C:4]1[CH:10]=[CH:9][CH:8]=[CH:7][C:5]=1[NH:6][N:22]=[C:34]([C:35](=[O:37])[CH3:36])[C:31](=[O:33])[CH3:32]. The yield is 0.800. (7) The reactants are [N:1]([CH2:4][C@@H:5]1[C@H:9]2[O:10][C:11]([CH3:14])([CH3:13])[O:12][C@H:8]2[C@H:7]([N:15]2[C:19]3[N:20]=[CH:21][N:22]=[C:23]([NH:24][CH2:25][C:26]4[CH:31]=[CH:30][C:29]([O:32][CH3:33])=[CH:28][C:27]=4[O:34][CH3:35])[C:18]=3[CH:17]=[CH:16]2)[CH2:6]1)=[N+]=[N-].C1COCC1.CP(C)C.O. The catalyst is C(Cl)Cl. The product is [NH2:1][CH2:4][C@@H:5]1[C@H:9]2[O:10][C:11]([CH3:14])([CH3:13])[O:12][C@H:8]2[C@H:7]([N:15]2[C:19]3[N:20]=[CH:21][N:22]=[C:23]([NH:24][CH2:25][C:26]4[CH:31]=[CH:30][C:29]([O:32][CH3:33])=[CH:28][C:27]=4[O:34][CH3:35])[C:18]=3[CH:17]=[CH:16]2)[CH2:6]1. The yield is 0.530. (8) The reactants are [CH3:1][C:2]1[CH:3]=[CH:4][N:5]2[C:10]=1[C:9](=[O:11])[N:8]([C:12]1[CH:17]=[CH:16][CH:15]=[CH:14][CH:13]=1)[C:7]([C@@H:18]([NH:20][C:21]1[C:22]3[C:29]([C:30]4[CH:35]=[CH:34][CH:33]=[C:32]([C:36]5[O:37][C:38]([CH3:41])=[N:39][N:40]=5)[CH:31]=4)=[CH:28][N:27](COCC[Si](C)(C)C)[C:23]=3[N:24]=[CH:25][N:26]=1)[CH3:19])=[N:6]2.FC(F)(F)C(O)=O.N. No catalyst specified. The product is [CH3:1][C:2]1[CH:3]=[CH:4][N:5]2[C:10]=1[C:9](=[O:11])[N:8]([C:12]1[CH:17]=[CH:16][CH:15]=[CH:14][CH:13]=1)[C:7]([C@@H:18]([NH:20][C:21]1[C:22]3[C:29]([C:30]4[CH:35]=[CH:34][CH:33]=[C:32]([C:36]5[O:37][C:38]([CH3:41])=[N:39][N:40]=5)[CH:31]=4)=[CH:28][NH:27][C:23]=3[N:24]=[CH:25][N:26]=1)[CH3:19])=[N:6]2. The yield is 0.200.